From a dataset of Forward reaction prediction with 1.9M reactions from USPTO patents (1976-2016). Predict the product of the given reaction. Given the reactants Cl[C:2]1[N:9]=[CH:8][CH:7]=[C:6]([N:10]2[CH2:22][CH2:21][N:13]3[C:14]4[CH2:15][CH2:16][CH2:17][CH2:18][C:19]=4[CH:20]=[C:12]3[C:11]2=[O:23])[C:3]=1[CH:4]=[O:5].[CH3:24][N:25]1[CH:30]=[C:29](B2OC(C)(C)C(C)(C)O2)[CH:28]=[C:27]([NH:40][C:41]2[CH:46]=[CH:45][C:44]([N:47]3[CH2:52][CH2:51][N:50]([CH:53]4[CH2:56][O:55][CH2:54]4)[CH2:49][CH2:48]3)=[CH:43][N:42]=2)[C:26]1=[O:57], predict the reaction product. The product is: [CH3:24][N:25]1[C:26](=[O:57])[C:27]([NH:40][C:41]2[CH:46]=[CH:45][C:44]([N:47]3[CH2:52][CH2:51][N:50]([CH:53]4[CH2:54][O:55][CH2:56]4)[CH2:49][CH2:48]3)=[CH:43][N:42]=2)=[CH:28][C:29]([C:2]2[N:9]=[CH:8][CH:7]=[C:6]([N:10]3[CH2:22][CH2:21][N:13]4[C:14]5[CH2:15][CH2:16][CH2:17][CH2:18][C:19]=5[CH:20]=[C:12]4[C:11]3=[O:23])[C:3]=2[CH:4]=[O:5])=[CH:30]1.